Dataset: Peptide-MHC class I binding affinity with 185,985 pairs from IEDB/IMGT. Task: Regression. Given a peptide amino acid sequence and an MHC pseudo amino acid sequence, predict their binding affinity value. This is MHC class I binding data. (1) The peptide sequence is MMFDAMGAL. The MHC is HLA-A69:01 with pseudo-sequence HLA-A69:01. The binding affinity (normalized) is 0.675. (2) The peptide sequence is RVMAPRALL. The MHC is HLA-A69:01 with pseudo-sequence HLA-A69:01. The binding affinity (normalized) is 0.550. (3) The peptide sequence is CEALLADGL. The MHC is HLA-A03:01 with pseudo-sequence HLA-A03:01. The binding affinity (normalized) is 0.0847. (4) The peptide sequence is QVKRREGMF. The MHC is HLA-A02:01 with pseudo-sequence HLA-A02:01. The binding affinity (normalized) is 0.0847. (5) The peptide sequence is KRIRLKHIF. The MHC is HLA-A02:03 with pseudo-sequence HLA-A02:03. The binding affinity (normalized) is 0.0847. (6) The peptide sequence is TYGRGTENI. The MHC is H-2-Kd with pseudo-sequence H-2-Kd. The binding affinity (normalized) is 0.708. (7) The peptide sequence is KQIVIINPM. The MHC is HLA-A02:01 with pseudo-sequence HLA-A02:01. The binding affinity (normalized) is 0.213.